Binary Classification. Given a miRNA mature sequence and a target amino acid sequence, predict their likelihood of interaction. From a dataset of Experimentally validated miRNA-target interactions with 360,000+ pairs, plus equal number of negative samples. (1) The miRNA is mmu-miR-453 with sequence AGGUUGCCUCAUAGUGAGCUUGCA. The protein sequence of the target gene is MGNECFLTFTTTHLSEAEQKLALYRLQLVEPPKLPLEKKTNPDKDGPDIKPNLWMWVNPNMVYPPGKLEVAVKEEDQSALSAFQPALKEEEDSCSEASEVQQPLPPCRQKRKQRRSTVPLPLAPGRRAPLENPWRLPQAISPEGRLWSRPPLHYFHLIALALRNSPPCGLSVQQIYSFTREHFPFFRTAPEAWKNTVRHNLSFRDSFEKVPASRQGGASTGPRSCLWKLTEEGHRRFSKEARTLASTQLQSIQQCMSQPGVKPFLFDL. Result: 1 (interaction). (2) The miRNA is mmu-miR-99b-5p with sequence CACCCGUAGAACCGACCUUGCG. The protein sequence of the target gene is MTAGTVVITGGILATVILLCIIAVLCYCRLQYYCCKKGTDGEDAEEEEEEEEHGLSIHPRVPACNACSSHVLDGRGGLAPLTSESCSQPCGVASHCTTCSPYRTPFYIRTADMVPNGGGGERLSFAPTHYKEGGTPSLKLAAPQNYPVTWPSSGHEAFTNPRAISTDV. Result: 0 (no interaction). (3) The miRNA is hsa-miR-4421 with sequence ACCUGUCUGUGGAAAGGAGCUA. The protein sequence of the target gene is METQFRRGGLGCSPASIKRKKKREDSGDFGLQVSTMFSEDDFQSTERAPYGPQLQWSQDLPRVQVFREQANLEDRSPRRTQRITGGEQVLWGPITQIFPTVRPADLTRVIMPLEQRSQHCKPEEGLQAQEEDLGLVGAQALQAEEQEAAFFSSTLNVGTLEELPAAESPSPPQSPQEESFSPTAMDAIFGSLSDEGSGSQEKEGPSTSPDLIDPESFSQDILHDKIIDLVHLLLRKYRVKGLITKAEMLGSVIKNYEDYFPEIFREASVCMQLLFGIDVKEVDPTSHSYVLVTSLNLSYD.... Result: 0 (no interaction). (4) The miRNA is mmu-miR-138-5p with sequence AGCUGGUGUUGUGAAUCAGGCCG. The protein sequence of the target gene is MAANSSGQGFQNKNRVAILAELDKEKRKLLMQNQSSTNHPGASIALSRPSLNKDFRDHAEQQHIAAQQKAALQHAHAHSSGYFITQDSAFGNLILPVLPRLDPE. Result: 0 (no interaction). (5) The miRNA is hsa-miR-4466 with sequence GGGUGCGGGCCGGCGGGG. The protein sequence of the target gene is MRRQLRSRRAPSFPYSYRYRLDDPDEANQNYLADEEEEAEEEARVTVVPKSEEEEEEEEKEEEEEEEKEEEEGQGQPTGNAWWQKLQIMSEYLWDPERRMFLARTGQSWSLILLIYFFFYASLAAVITLCMYTLFLTISPYIPTFTERVKPPGVMIRPFAHSLNFNFNVSEPDTWQHYVISLNGFLQGYNDSLQEEMNVDCPPGQYFIQDGNEDEDKKACQFKRSFLKNCSGLEDPTFGYSTGQPCILLKMNRIVGFRPELGDPVKVSCKVQRGDENDIRSISYYPESASFDLRYYPYYG.... Result: 1 (interaction). (6) The miRNA is hsa-miR-6792-3p with sequence CUCCUCCACAGCCCCUGCUCAU. The protein sequence of the target gene is MLASRALSLIGKRAISTSVCLRAHGSVVKSEDYAFPTYADRRDYPLPDVAHVTMLSASQKALKEKEKADWSSLSRDEKVQLYRIQFNESFAEMNRGTNEWKTVVGMAMFFIGFTALVLIWEKSYVYGPIPHTFDRDWVAMQTKRMLDMKANPIQGFSAKWDYDKNEWKK. Result: 0 (no interaction). (7) The miRNA is bta-miR-26a with sequence UUCAAGUAAUCCAGGAUAGGCU. The protein sequence of the target gene is MAERPARRAPPARALLLALAGALLAPRAARGMSLWDQRGTYEVARASLLSKDPGIPGQSIPAKDHPDVLTVQLQLESRDLILSLERNEGLIANGFTETHYLQDGTDVSLTRNHTDHCYYHGHVQGDAASVVSLSTCSGLRGLIMFENKTYSLEPMKNTTDSYKLVPAESMTNIQGLCGSQHNKSNLTMEDVSPGTSQMRARRHKRETLKMTKYVELVIVADNREFQRQGKDLEKVKQRLIEIANHVDKFYRPLNIRIVLVGVEVWNDIDKCSISQDPFTSLHEFLDWRKIKLLPRKSHDN.... Result: 0 (no interaction). (8) The miRNA is hsa-miR-3910 with sequence AAAGGCAUAAAACCAAGACA. The protein sequence of the target gene is MAERPARRAPPARALLLALAGALLAPRAARGMSLWDQRGTYEVARASLLSKDPGIPGQSIPAKDHPDVLTVQLQLESRDLILSLERNEGLIANGFTETHYLQDGTDVSLTRNHTDHCYYHGHVQGDAASVVSLSTCSGLRGLIMFENKTYSLEPMKNTTDSYKLVPAESMTNIQGLCGSQHNKSNLTMEDVSPGTSQMRARRHKRETLKMTKYVELVIVADNREFQRQGKDLEKVKQRLIEIANHVDKFYRPLNIRIVLVGVEVWNDIDKCSISQDPFTSLHEFLDWRKIKLLPRKSHDN.... Result: 0 (no interaction).